Task: Predict the reactants needed to synthesize the given product.. Dataset: Full USPTO retrosynthesis dataset with 1.9M reactions from patents (1976-2016) (1) The reactants are: [F:1][C:2]([F:11])([F:10])[C:3]1[CH:4]([NH2:9])[NH:5][CH:6]=[CH:7][CH:8]=1.[CH3:12][O:13][C:14](=[O:19])[C:15]([CH2:17]Br)=O. Given the product [CH3:12][O:13][C:14]([C:15]1[N:9]=[C:4]2[C:3]([C:2]([F:1])([F:10])[F:11])=[CH:8][CH:7]=[CH:6][N:5]2[CH:17]=1)=[O:19], predict the reactants needed to synthesize it. (2) Given the product [NH2:1][CH2:2][C@@H:3]1[C@H:8]([CH3:9])[CH2:7][CH2:6][CH2:5][N:4]1[C:10]([C:12]1[CH:17]=[C:16]([CH3:18])[CH:15]=[CH:14][C:13]=1[C:29]1[CH:34]=[CH:33][CH:32]=[C:31]([CH3:35])[N:30]=1)=[O:11], predict the reactants needed to synthesize it. The reactants are: [NH2:1][CH2:2][C@@H:3]1[C@H:8]([CH3:9])[CH2:7][CH2:6][CH2:5][N:4]1[C:10]([C:12]1[CH:17]=[C:16]([CH3:18])[CH:15]=[CH:14][C:13]=1N1C=NC(C(F)(F)F)=N1)=[O:11].Br[C:29]1[CH:34]=[CH:33][CH:32]=[C:31]([CH3:35])[N:30]=1. (3) The reactants are: Cl[C:2]1[N:3]=[C:4]([N:13]2[CH2:18][CH2:17][O:16][CH2:15][CH2:14]2)[C:5]2[S:10][C:9](I)=[C:8]([CH3:12])[C:6]=2[N:7]=1.[CH3:19][S:20]([C:23]1[CH:24]=[C:25](B(O)O)[CH:26]=[CH:27][CH:28]=1)(=[O:22])=[O:21].CC1(C)C(C)(C)OB([C:40]2[CH:48]=[CH:47][CH:46]=[C:45]3[C:41]=2[CH:42]=[N:43][NH:44]3)O1. Given the product [NH:44]1[C:45]2[C:41](=[C:40]([C:2]3[N:3]=[C:4]([N:13]4[CH2:18][CH2:17][O:16][CH2:15][CH2:14]4)[C:5]4[S:10][C:9]([C:27]5[CH:26]=[CH:25][CH:24]=[C:23]([S:20]([CH3:19])(=[O:22])=[O:21])[CH:28]=5)=[C:8]([CH3:12])[C:6]=4[N:7]=3)[CH:48]=[CH:47][CH:46]=2)[CH:42]=[N:43]1, predict the reactants needed to synthesize it. (4) Given the product [C:1]12([C:11]3[CH:33]=[CH:32][C:14]([O:15][CH2:16][C:17]([N:19]4[CH2:24][CH2:23][NH:22][CH2:21][CH2:20]4)=[O:18])=[CH:13][CH:12]=3)[CH2:10][CH:5]3[CH2:6][CH:7]([CH2:9][CH:3]([CH2:4]3)[CH2:2]1)[CH2:8]2, predict the reactants needed to synthesize it. The reactants are: [C:1]12([C:11]3[CH:33]=[CH:32][C:14]([O:15][CH2:16][C:17]([N:19]4[CH2:24][CH2:23][N:22](C(OC(C)(C)C)=O)[CH2:21][CH2:20]4)=[O:18])=[CH:13][CH:12]=3)[CH2:10][CH:5]3[CH2:6][CH:7]([CH2:9][CH:3]([CH2:4]3)[CH2:2]1)[CH2:8]2.FC(F)(F)C(O)=O.